Dataset: Forward reaction prediction with 1.9M reactions from USPTO patents (1976-2016). Task: Predict the product of the given reaction. (1) Given the reactants [CH3:1][O:2][CH:3]([CH3:19])[CH:4]([N:6]1[C:10]2=[N:11][CH:12]=[CH:13][CH:14]=[C:9]2[C:8]([C:15]([OH:17])=O)=[C:7]1[CH3:18])[CH3:5].Cl.[NH2:21][CH2:22][C:23]1[C:24](=[O:32])[NH:25][C:26]([CH3:31])=[CH:27][C:28]=1[O:29][CH3:30].CN(C(ON1N=NC2C=CC=NC1=2)=[N+](C)C)C.F[P-](F)(F)(F)(F)F, predict the reaction product. The product is: [CH3:30][O:29][C:28]1[CH:27]=[C:26]([CH3:31])[NH:25][C:24](=[O:32])[C:23]=1[CH2:22][NH:21][C:15]([C:8]1[C:9]2[C:10](=[N:11][CH:12]=[CH:13][CH:14]=2)[N:6]([CH:4]([CH:3]([O:2][CH3:1])[CH3:19])[CH3:5])[C:7]=1[CH3:18])=[O:17]. (2) The product is: [F:20][C:21]([F:34])([F:33])[S:22]([O:12][C:11]1[C:5]2[CH:4]=[CH:3][C:2]([Br:1])=[CH:13][C:6]=2[O:7][CH2:8][CH2:9][CH:10]=1)(=[O:24])=[O:23]. Given the reactants [Br:1][C:2]1[CH:3]=[CH:4][C:5]2[C:11](=[O:12])[CH2:10][CH2:9][CH2:8][O:7][C:6]=2[CH:13]=1.C([O-])([O-])=O.[Na+].[Na+].[F:20][C:21]([F:34])([F:33])[S:22](O[S:22]([C:21]([F:34])([F:33])[F:20])(=[O:24])=[O:23])(=[O:24])=[O:23].O, predict the reaction product. (3) Given the reactants [CH2:1]([O:3][C:4]([C:6]1[NH:7][C:8]2[C:13]([CH:14]=1)=[CH:12][C:11](Br)=[CH:10][CH:9]=2)=[O:5])[CH3:2].[CH:16]([O:19][C:20]1[CH:25]=[CH:24][C:23](B(O)O)=[CH:22][CH:21]=1)([CH3:18])[CH3:17].[O-]P([O-])([O-])=O.[K+].[K+].[K+].C1(C)C=CC=CC=1P(C1C=CC=CC=1C)C1C=CC=CC=1C.C([O-])(O)=O.[Na+], predict the reaction product. The product is: [CH2:1]([O:3][C:4]([C:6]1[NH:7][C:8]2[C:13]([CH:14]=1)=[CH:12][C:11]([C:23]1[CH:24]=[CH:25][C:20]([O:19][CH:16]([CH3:18])[CH3:17])=[CH:21][CH:22]=1)=[CH:10][CH:9]=2)=[O:5])[CH3:2]. (4) The product is: [F:1][C:2]1[C:3]2[NH:16][C:17](=[O:18])[N:8]([C:9]3[CH:14]=[CH:13][CH:12]=[C:11]([F:15])[CH:10]=3)[C:4]=2[CH:5]=[CH:6][CH:7]=1. Given the reactants [F:1][C:2]1[CH:7]=[CH:6][CH:5]=[C:4]([NH:8][C:9]2[CH:14]=[CH:13][CH:12]=[C:11]([F:15])[CH:10]=2)[C:3]=1[NH2:16].[C:17](C1NC=CN=1)(C1NC=CN=1)=[O:18], predict the reaction product. (5) Given the reactants C(Cl)(Cl)Cl.[C:5]([C:9]1[CH:14]=[CH:13][C:12]([CH:15]2[C:19]([OH:20])=[C:18]([C:21]([CH3:23])=[O:22])[CH2:17][S:16]2)=[CH:11][CH:10]=1)([CH3:8])([CH3:7])[CH3:6].S(Cl)(Cl)(=O)=O, predict the reaction product. The product is: [C:5]([C:9]1[CH:10]=[CH:11][C:12]([C:15]2[S:16][CH:17]=[C:18]([C:21]([CH3:23])=[O:22])[C:19]=2[OH:20])=[CH:13][CH:14]=1)([CH3:8])([CH3:6])[CH3:7].